Task: Predict the product of the given reaction.. Dataset: Forward reaction prediction with 1.9M reactions from USPTO patents (1976-2016) (1) Given the reactants C(O[CH:4]=[C:5]([C:11]([O:13][CH2:14][CH3:15])=[O:12])[C:6]([O:8][CH2:9][CH3:10])=[O:7])C.[CH3:16][C:17]1[CH:21]=[C:20]([NH2:22])[N:19]([C:23]2[CH:28]=[CH:27][CH:26]=[CH:25][N:24]=2)[N:18]=1, predict the reaction product. The product is: [CH3:16][C:17]1[CH:21]=[C:20]([NH:22][CH:4]=[C:5]([C:6]([O:8][CH2:9][CH3:10])=[O:7])[C:11]([O:13][CH2:14][CH3:15])=[O:12])[N:19]([C:23]2[CH:28]=[CH:27][CH:26]=[CH:25][N:24]=2)[N:18]=1. (2) Given the reactants [CH2:1]([O:8][C:9]1[CH:14]=[CH:13][C:12]([CH2:15]O)=[CH:11][CH:10]=1)[C:2]1[CH:7]=[CH:6][CH:5]=[CH:4][CH:3]=1.[Br-].[Li+].P(Br)(Br)[Br:20], predict the reaction product. The product is: [CH2:1]([O:8][C:9]1[CH:14]=[CH:13][C:12]([CH2:15][Br:20])=[CH:11][CH:10]=1)[C:2]1[CH:7]=[CH:6][CH:5]=[CH:4][CH:3]=1. (3) Given the reactants [CH3:1][C@H:2]1[NH:7][C@@H:6]([CH3:8])[CH2:5][N:4]([C:9]2[CH:10]=[C:11]([C:15]([O:17]CC)=[O:16])[CH:12]=[N:13][CH:14]=2)[CH2:3]1.[OH-].[Li+], predict the reaction product. The product is: [CH3:8][C@H:6]1[NH:7][C@@H:2]([CH3:1])[CH2:3][N:4]([C:9]2[CH:10]=[C:11]([C:15]([OH:17])=[O:16])[CH:12]=[N:13][CH:14]=2)[CH2:5]1. (4) Given the reactants Cl[C:2](Cl)(Cl)[C:3]1[NH:7][C:6]2[CH:8]=[CH:9][C:10]([C:12]3[CH:17]=[CH:16][CH:15]=[CH:14][C:13]=3[O:18][C:19]([F:22])([F:21])[F:20])=[CH:11][C:5]=2[N:4]=1.[NH2:25][C:26]1([CH2:32][OH:33])[CH2:31][CH2:30][CH2:29][CH2:28][CH2:27]1.O, predict the reaction product. The product is: [F:20][C:19]([F:22])([F:21])[O:18][C:13]1[CH:14]=[CH:15][CH:16]=[CH:17][C:12]=1[C:10]1[CH:9]=[CH:8][C:6]2[NH:7][C:3]([C:2]3[O:33][CH2:32][C:26]4([CH2:31][CH2:30][CH2:29][CH2:28][CH2:27]4)[N:25]=3)=[N:4][C:5]=2[CH:11]=1. (5) Given the reactants CC(C)=[O:3].OS(O)(=O)=O.O=[Cr](=O)=O.[Br:14][C:15]1[C:16]([Cl:27])=[CH:17][C:18]([O:25][CH3:26])=[C:19]([CH2:21][CH2:22][CH:23]=[O:24])[CH:20]=1, predict the reaction product. The product is: [Br:14][C:15]1[C:16]([Cl:27])=[CH:17][C:18]([O:25][CH3:26])=[C:19]([CH2:21][CH2:22][C:23]([OH:3])=[O:24])[CH:20]=1. (6) Given the reactants [C:1]([O:5][C:6]([N:8]1[CH2:13][CH2:12][N:11]([C:14]2[CH:19]=[CH:18][C:17]([NH2:20])=[C:16]([CH2:21][NH:22][C:23](=[O:25])C)[CH:15]=2)[CH2:10][CH2:9]1)=[O:7])([CH3:4])([CH3:3])[CH3:2].NC1C=CC(N2CCN(C(OC(C)(C)C)=O)CC2)=CC=1CN.C1N=CN(C(N2C=NC=C2)=O)C=1, predict the reaction product. The product is: [O:25]=[C:23]1[NH:22][CH2:21][C:16]2[C:17](=[CH:18][CH:19]=[C:14]([N:11]3[CH2:12][CH2:13][N:8]([C:6]([O:5][C:1]([CH3:3])([CH3:2])[CH3:4])=[O:7])[CH2:9][CH2:10]3)[CH:15]=2)[NH:20]1.